Task: Predict the reaction yield, written as a fraction of the theoretical maximum amount of product (1.0 means a 100% yield; for example, 0.34 means a 34% yield).. Dataset: Reaction yield outcomes from USPTO patents with 853,638 reactions (1) The reactants are [OH:1][CH2:2][C@H:3]1[CH2:8][CH2:7][C@H:6]([N:9]2[C:14](=[O:15])[C:13]([CH2:16][C:17]3[CH:22]=[CH:21][C:20]([C:23]4[C:24]([C:29]#[N:30])=[CH:25][CH:26]=[CH:27][CH:28]=4)=[CH:19][CH:18]=3)=[C:12]([CH2:31][CH2:32][CH3:33])[N:11]3[N:34]=[CH:35][N:36]=[C:10]23)[CH2:5][CH2:4]1.C(N(CC)CC)C.Cl. The catalyst is CS(C)=O. The product is [CH:2]([C@H:3]1[CH2:4][CH2:5][C@H:6]([N:9]2[C:14](=[O:15])[C:13]([CH2:16][C:17]3[CH:22]=[CH:21][C:20]([C:23]4[C:24]([C:29]#[N:30])=[CH:25][CH:26]=[CH:27][CH:28]=4)=[CH:19][CH:18]=3)=[C:12]([CH2:31][CH2:32][CH3:33])[N:11]3[N:34]=[CH:35][N:36]=[C:10]23)[CH2:7][CH2:8]1)=[O:1]. The yield is 0.950. (2) The reactants are CC1(C)CO[CH:5]([C:8]2[C:9]3[NH:13][C:12]([C:14]([C:46]4[CH:51]=[CH:50][CH:49]=[CH:48][CH:47]=4)=[C:15]4[N:45]=[C:18]([C:19]([C:39]5[CH:44]=[CH:43][CH:42]=[CH:41][CH:40]=5)=[C:20]5[NH:38][C:23](=[C:24]([CH:30]6OCC(C)(C)C[O:31]6)[C:25]6[CH:26]=[CH:27][C:28]=2[N:29]=6)[CH:22]=[CH:21]5)[CH:17]=[CH:16]4)=[CH:11][CH:10]=3)[O:4]C1.C(O)(C(F)(F)F)=O.O. The catalyst is C(Cl)Cl. The product is [CH:5]([C:8]1[C:9]2[NH:13][C:12]([C:14]([C:46]3[CH:51]=[CH:50][CH:49]=[CH:48][CH:47]=3)=[C:15]3[N:45]=[C:18]([C:19]([C:39]4[CH:40]=[CH:41][CH:42]=[CH:43][CH:44]=4)=[C:20]4[NH:38][C:23](=[C:24]([CH:30]=[O:31])[C:25]5[CH:26]=[CH:27][C:28]=1[N:29]=5)[CH:22]=[CH:21]4)[CH:17]=[CH:16]3)=[CH:11][CH:10]=2)=[O:4]. The yield is 0.880. (3) The product is [NH2:1][C:2]1[C:11]2[C:6](=[C:7]([C:25]3[CH:24]=[CH:23][CH:22]=[C:21]([N:20]([CH3:30])[CH3:19])[CH:26]=3)[CH:8]=[CH:9][CH:10]=2)[N:5]=[N:4][C:3]=1[C:13]([NH:15][CH2:16][CH2:17][CH3:18])=[O:14]. The yield is 0.886. No catalyst specified. The reactants are [NH2:1][C:2]1[C:11]2[C:6](=[C:7](Br)[CH:8]=[CH:9][CH:10]=2)[N:5]=[N:4][C:3]=1[C:13]([NH:15][CH2:16][CH2:17][CH3:18])=[O:14].[CH3:19][N:20]([CH3:30])[C:21]1[CH:22]=[C:23](B(O)O)[CH:24]=[CH:25][CH:26]=1.